This data is from Reaction yield outcomes from USPTO patents with 853,638 reactions. The task is: Predict the reaction yield, written as a fraction of the theoretical maximum amount of product (1.0 means a 100% yield; for example, 0.34 means a 34% yield). (1) The reactants are [CH3:1][C:2]([C:4]1[CH:9]=[CH:8][C:7]([N+:10]([O-:12])=O)=[CH:6][CH:5]=1)=O.S([CH2:23][N+:24]#[C-])(C1C=CC(C)=CC=1)(=O)=O.CC(C)([O-])C.[K+].[OH2:32]. The catalyst is COCCOCCOC. The product is [N+:10]([C:7]1[CH:6]=[CH:5][C:4]([CH:2]([CH3:1])[C:23]#[N:24])=[CH:9][CH:8]=1)([O-:12])=[O:32]. The yield is 0.770. (2) The reactants are [NH2:1][C:2]1[N:7]=[CH:6][C:5](Br)=[CH:4][N:3]=1.[CH3:9][N:10]([CH2:15][C:16]1[C:24]2[C:19](=[N:20][CH:21]=[CH:22][CH:23]=2)[N:18]([CH3:25])[CH:17]=1)[C:11](=[O:14])[CH:12]=[CH2:13].CC1C=CC=CC=1P(C1C=CC=CC=1C)C1C=CC=CC=1C.CCN(C(C)C)C(C)C. The catalyst is C(#N)CC.CC([O-])=O.CC([O-])=O.[Pd+2]. The product is [NH2:1][C:2]1[N:7]=[CH:6][C:5](/[CH:13]=[CH:12]/[C:11]([N:10]([CH3:9])[CH2:15][C:16]2[C:24]3[C:19](=[N:20][CH:21]=[CH:22][CH:23]=3)[N:18]([CH3:25])[CH:17]=2)=[O:14])=[CH:4][N:3]=1. The yield is 0.180. (3) The reactants are [O:1]=[C:2]1[N:6]([CH2:7][C:8]2[N:9]=[C:10]([C:13]3[CH:14]=[N:15][CH:16]=[CH:17][CH:18]=3)[S:11][CH:12]=2)[C:5](=[O:19])[CH2:4][N:3]1[C@@H:20]([C@@H:28]([CH3:31])[CH2:29][CH3:30])[C:21]([O:23]C(C)(C)C)=[O:22].FC(F)(F)C(O)=O. The catalyst is ClCCl. The product is [O:1]=[C:2]1[N:6]([CH2:7][C:8]2[N:9]=[C:10]([C:13]3[CH:14]=[N:15][CH:16]=[CH:17][CH:18]=3)[S:11][CH:12]=2)[C:5](=[O:19])[CH2:4][N:3]1[C@@H:20]([C@@H:28]([CH3:31])[CH2:29][CH3:30])[C:21]([OH:23])=[O:22]. The yield is 0.900. (4) The reactants are Cl[CH2:2][C:3]1[CH:22]=[CH:21][CH:20]=[CH:19][C:4]=1[O:5][CH2:6][C:7]1[N:8]=[C:9]([C:13]2[CH:18]=[CH:17][CH:16]=[CH:15][CH:14]=2)[O:10][C:11]=1[CH3:12].[OH:23][C:24]1[CH:29]=[CH:28][C:27]([CH2:30][C:31]([O:33]C)=[O:32])=[CH:26][CH:25]=1.C(=O)([O-])[O-].[K+].[K+].CN(C)C=O. The catalyst is O. The product is [CH3:12][C:11]1[O:10][C:9]([C:13]2[CH:18]=[CH:17][CH:16]=[CH:15][CH:14]=2)=[N:8][C:7]=1[CH2:6][O:5][C:4]1[CH:19]=[CH:20][CH:21]=[CH:22][C:3]=1[CH2:2][O:23][C:24]1[CH:25]=[CH:26][C:27]([CH2:30][C:31]([OH:33])=[O:32])=[CH:28][CH:29]=1. The yield is 0.760. (5) The reactants are C(OC([N:8]1[CH2:12][CH2:11][CH2:10][CH:9]1[C:13]1[NH:14][C:15]([C:18]2[CH:27]=[CH:26][C:25]3[C:20](=[CH:21][CH:22]=[C:23]([C:28]4[CH:33]=[CH:32][C:31]([C:34]5[NH:35][C:36]([CH:39]6[CH2:43][CH2:42][CH2:41][N:40]6[C:44](=[O:57])[CH:45]([NH:52][C:53]([O:55][CH3:56])=[O:54])[C:46]6[CH:51]=[CH:50][CH:49]=[CH:48][CH:47]=6)=[N:37][CH:38]=5)=[CH:30][CH:29]=4)[CH:24]=3)[CH:19]=2)=[CH:16][N:17]=1)=O)(C)(C)C.Cl.[CH3:59][O:60][C:61]([NH:63][CH:64]([CH2:68][CH:69]1[CH2:74][CH2:73][O:72][CH2:71][CH2:70]1)[C:65]([OH:67])=O)=[O:62].CN(C(ON1N=NC2C=CC=NC1=2)=[N+](C)C)C.F[P-](F)(F)(F)(F)F.CCN(C(C)C)C(C)C. The catalyst is C(Cl)Cl.CO. The product is [CH3:59][O:60][C:61](=[O:62])[NH:63][CH:64]([CH2:68][CH:69]1[CH2:74][CH2:73][O:72][CH2:71][CH2:70]1)[C:65]([N:8]1[CH2:12][CH2:11][CH2:10][CH:9]1[C:13]1[NH:14][C:15]([C:18]2[CH:27]=[CH:26][C:25]3[C:20](=[CH:21][CH:22]=[C:23]([C:28]4[CH:29]=[CH:30][C:31]([C:34]5[NH:35][C:36]([CH:39]6[CH2:43][CH2:42][CH2:41][N:40]6[C:44](=[O:57])[CH:45]([NH:52][C:53]([O:55][CH3:56])=[O:54])[C:46]6[CH:47]=[CH:48][CH:49]=[CH:50][CH:51]=6)=[N:37][CH:38]=5)=[CH:32][CH:33]=4)[CH:24]=3)[CH:19]=2)=[CH:16][N:17]=1)=[O:67]. The yield is 0.180. (6) The reactants are Cl[C:2]1[CH:11]=[CH:10][C:9]2[C:4](=[C:5]([C:12]3[NH:20][C:19]4[CH2:18][CH2:17][NH:16][C:15](=[O:21])[C:14]=4[CH:13]=3)[CH:6]=[CH:7][CH:8]=2)[N:3]=1.[N:22]1[CH:27]=[CH:26][C:25]([NH2:28])=[CH:24][CH:23]=1.CC(C1C=C(C(C)C)C(C2C(P(C3CCCCC3)C3CCCCC3)=C(OC)C=CC=2OC)=C(C(C)C)C=1)C.[Li+].C[Si]([N-][Si](C)(C)C)(C)C. No catalyst specified. The product is [N:22]1[CH:27]=[CH:26][C:25]([NH:28][C:2]2[CH:11]=[CH:10][C:9]3[C:4](=[C:5]([C:12]4[NH:20][C:19]5[CH2:18][CH2:17][NH:16][C:15](=[O:21])[C:14]=5[CH:13]=4)[CH:6]=[CH:7][CH:8]=3)[N:3]=2)=[CH:24][CH:23]=1. The yield is 0.130. (7) The reactants are [CH3:1][N:2]1[C:10]2[C:5](=[CH:6][C:7]([N+:11]([O-])=O)=[CH:8][CH:9]=2)[CH:4]=[C:3]1[C:14]([O:16][CH2:17][CH3:18])=[O:15].C([O-])=O.[NH4+]. The catalyst is [Pd].C(O)C.O. The product is [NH2:11][C:7]1[CH:6]=[C:5]2[C:10](=[CH:9][CH:8]=1)[N:2]([CH3:1])[C:3]([C:14]([O:16][CH2:17][CH3:18])=[O:15])=[CH:4]2. The yield is 0.860.